From a dataset of Peptide-MHC class II binding affinity with 134,281 pairs from IEDB. Regression. Given a peptide amino acid sequence and an MHC pseudo amino acid sequence, predict their binding affinity value. This is MHC class II binding data. (1) The peptide sequence is GGRLAFQEFMIVPSG. The MHC is DRB1_0101 with pseudo-sequence DRB1_0101. The binding affinity (normalized) is 0.428. (2) The peptide sequence is NPRLCTKEEFIAKVR. The MHC is DRB1_1301 with pseudo-sequence DRB1_1301. The binding affinity (normalized) is 0.570. (3) The peptide sequence is AAFQGAHARFVAAAA. The MHC is DRB1_1101 with pseudo-sequence DRB1_1101. The binding affinity (normalized) is 0.199. (4) The peptide sequence is VKLVDANGKLHDKKS. The MHC is DRB4_0101 with pseudo-sequence DRB4_0103. The binding affinity (normalized) is 0.193. (5) The binding affinity (normalized) is 0. The MHC is DRB1_1501 with pseudo-sequence DRB1_1501. The peptide sequence is DGGRRKKGGWFGKHRGQGGSNP.